This data is from Full USPTO retrosynthesis dataset with 1.9M reactions from patents (1976-2016). The task is: Predict the reactants needed to synthesize the given product. (1) Given the product [F:5][C:6]1[CH:11]=[CH:10][C:9]([N:12]2[CH2:17][CH2:16][CH2:15][CH2:14][CH2:13]2)=[C:8]([CH:7]=1)[NH2:18], predict the reactants needed to synthesize it. The reactants are: Cl.[Sn](Cl)Cl.[F:5][C:6]1[CH:11]=[CH:10][C:9]([N:12]2[CH2:17][CH2:16][CH2:15][CH2:14][CH2:13]2)=[C:8]([N+:18]([O-])=O)[CH:7]=1.C(=O)(O)[O-].[Na+]. (2) Given the product [C:1]([O:5][C:6](=[O:25])[NH:7][C@@H:8]([CH:23]=[O:24])[CH2:9][C:10]1[CH:15]=[CH:14][C:13]([C:16]2[CH:21]=[CH:20][CH:19]=[C:18]([Cl:22])[CH:17]=2)=[CH:12][CH:11]=1)([CH3:2])([CH3:4])[CH3:3], predict the reactants needed to synthesize it. The reactants are: [C:1]([O:5][C:6](=[O:25])[NH:7][C@@H:8]([CH2:23][OH:24])[CH2:9][C:10]1[CH:15]=[CH:14][C:13]([C:16]2[CH:21]=[CH:20][CH:19]=[C:18]([Cl:22])[CH:17]=2)=[CH:12][CH:11]=1)([CH3:4])([CH3:3])[CH3:2].CC(OI1(OC(C)=O)(OC(C)=O)OC(=O)C2C=CC=CC1=2)=O. (3) Given the product [F:11][C:8]([C:6]1[N:5]=[C:4]([NH2:12])[N:3]=[C:2]([NH:16][C:15]2[C:17]([F:23])=[C:18]([F:22])[CH:19]=[C:20]([F:21])[C:14]=2[F:13])[N:7]=1)([CH3:10])[CH3:9], predict the reactants needed to synthesize it. The reactants are: Cl[C:2]1[N:7]=[C:6]([C:8]([F:11])([CH3:10])[CH3:9])[N:5]=[C:4]([NH2:12])[N:3]=1.[F:13][C:14]1[C:20]([F:21])=[CH:19][C:18]([F:22])=[C:17]([F:23])[C:15]=1[NH2:16].CC([O-])(C)C.[K+]. (4) Given the product [CH:20]1([CH2:23][C:24]2[C:29]([C:30]3[CH:35]=[CH:34][N:33]=[C:32]([NH:9][C:6]4[CH:7]=[N:8][C:3]([O:2][CH3:1])=[CH:4][CH:5]=4)[N:31]=3)=[CH:28][N:27]=[C:26]([NH:39][CH3:40])[N:25]=2)[CH2:21][CH2:22]1, predict the reactants needed to synthesize it. The reactants are: [CH3:1][O:2][C:3]1[N:8]=[CH:7][C:6]([NH2:9])=[CH:5][CH:4]=1.C[Si]([N-][Si](C)(C)C)(C)C.[Li+].[CH:20]1([CH2:23][C:24]2[C:29]([C:30]3[CH:35]=[CH:34][N:33]=[C:32](S(C)=O)[N:31]=3)=[CH:28][N:27]=[C:26]([NH:39][CH3:40])[N:25]=2)[CH2:22][CH2:21]1. (5) Given the product [C:65]([CH2:67][C:68]([N:37]1[CH2:38][CH2:39][C@H:34]([O:33][C:3]2[C:2]([F:1])=[CH:9][C:8]([C:10]3[N:15]=[C:14]([NH:16][C:17]4[CH:22]=[CH:21][C:20]([N:23]5[CH2:28][CH2:27][N:26]([CH:29]6[CH2:30][O:31][CH2:32]6)[CH2:25][CH2:24]5)=[CH:19][CH:18]=4)[N:13]=[CH:12][N:11]=3)=[CH:7][C:4]=2[C:5]#[N:6])[C@H:35]([F:40])[CH2:36]1)=[O:69])#[N:66], predict the reactants needed to synthesize it. The reactants are: [F:1][C:2]1[C:3]([O:33][C@H:34]2[CH2:39][CH2:38][NH:37][CH2:36][C@H:35]2[F:40])=[C:4]([CH:7]=[C:8]([C:10]2[N:15]=[C:14]([NH:16][C:17]3[CH:22]=[CH:21][C:20]([N:23]4[CH2:28][CH2:27][N:26]([CH:29]5[CH2:32][O:31][CH2:30]5)[CH2:25][CH2:24]4)=[CH:19][CH:18]=3)[N:13]=[CH:12][N:11]=2)[CH:9]=1)[C:5]#[N:6].CN(C(ON1N=NC2C=CC=NC1=2)=[N+](C)C)C.F[P-](F)(F)(F)(F)F.[C:65]([CH2:67][C:68](O)=[O:69])#[N:66]. (6) Given the product [O:9]=[C:8]1[NH:7][C:6]2[CH:10]=[CH:11][CH:12]=[CH:13][C:5]=2[NH:4][C:3](=[O:14])[CH:2]1[NH:1][C:22](=[O:25])[CH2:23][CH3:24], predict the reactants needed to synthesize it. The reactants are: [NH2:1][CH:2]1[C:8](=[O:9])[NH:7][C:6]2[CH:10]=[CH:11][CH:12]=[CH:13][C:5]=2[NH:4][C:3]1=[O:14].C(N(CC)CC)C.[C:22](Cl)(=[O:25])[CH2:23][CH3:24]. (7) Given the product [CH2:10]([C:5]1[CH:6]=[C:7]([O:8][CH3:9])[C:2]([Br:1])=[CH:3][C:4]=1[O:18][CH3:19])[C:12]1[CH:13]=[CH:14][CH:15]=[CH:16][CH:17]=1, predict the reactants needed to synthesize it. The reactants are: [Br:1][C:2]1[C:7]([O:8][CH3:9])=[CH:6][C:5]([C:10]([C:12]2[CH:17]=[CH:16][CH:15]=[CH:14][CH:13]=2)=O)=[C:4]([O:18][CH3:19])[CH:3]=1.FC(F)(F)C(O)=O.C([SiH](CC)CC)C.[NH4+].[Cl-]. (8) Given the product [Cl:1][C:2]1[N:7]=[C:6]([C:8]([F:10])([F:11])[F:9])[C:5]2[C:12]([O:15][CH3:38])=[N:13][N:14]([C:16]([C:29]3[CH:34]=[CH:33][CH:32]=[CH:31][CH:30]=3)([C:23]3[CH:28]=[CH:27][CH:26]=[CH:25][CH:24]=3)[C:17]3[CH:22]=[CH:21][CH:20]=[CH:19][CH:18]=3)[C:4]=2[CH:3]=1, predict the reactants needed to synthesize it. The reactants are: [Cl:1][C:2]1[N:7]=[C:6]([C:8]([F:11])([F:10])[F:9])[C:5]2[C:12](=[O:15])[NH:13][NH:14][C:4]=2[CH:3]=1.[C:16](Cl)([C:29]1[CH:34]=[CH:33][CH:32]=[CH:31][CH:30]=1)([C:23]1[CH:28]=[CH:27][CH:26]=[CH:25][CH:24]=1)[C:17]1[CH:22]=[CH:21][CH:20]=[CH:19][CH:18]=1.[H-].[Na+].[C:38](=O)([O-])[O-].[K+].[K+].CI. (9) Given the product [CH3:1][O:2][CH2:3][CH2:4][NH:5][S:14]([CH3:13])(=[O:16])=[O:15], predict the reactants needed to synthesize it. The reactants are: [CH3:1][O:2][CH2:3][CH2:4][NH2:5].C(N(CC)CC)C.[CH3:13][S:14](Cl)(=[O:16])=[O:15].